Task: Predict the reaction yield, written as a fraction of the theoretical maximum amount of product (1.0 means a 100% yield; for example, 0.34 means a 34% yield).. Dataset: Reaction yield outcomes from USPTO patents with 853,638 reactions (1) The reactants are [CH3:1][N:2]([CH3:28])[C:3]([CH:5]1[CH2:11][N:10]([C:12]([CH:14]2[CH2:19][CH2:18][O:17][CH2:16][CH2:15]2)=[O:13])[CH2:9][C:8]2[CH:20]=[CH:21][C:22]([C:24]([O:26]C)=O)=[CH:23][C:7]=2[O:6]1)=[O:4].[NH2:29][OH:30].[OH-].[Na+]. The catalyst is C1COCC1.CO. The product is [OH:30][NH:29][C:24]([C:22]1[CH:21]=[CH:20][C:8]2[CH2:9][N:10]([C:12]([CH:14]3[CH2:15][CH2:16][O:17][CH2:18][CH2:19]3)=[O:13])[CH2:11][CH:5]([C:3]([N:2]([CH3:1])[CH3:28])=[O:4])[O:6][C:7]=2[CH:23]=1)=[O:26]. The yield is 0.250. (2) No catalyst specified. The yield is 0.880. The product is [F:1][C:2]1[N:7]2[CH:8]=[C:9]([CH2:11][N:12]([CH3:23])[C@@H:13]3[C:22]4[N:21]=[CH:20][CH:19]=[CH:18][C:17]=4[CH2:16][CH2:15][CH2:14]3)[N:10]=[C:6]2[CH:5]=[CH:4][CH:3]=1. The reactants are [F:1][C:2]1[N:7]2[CH:8]=[C:9]([CH2:11][N:12]([C@H:23](C3C=CC(OC)=CC=3)C)[C@@H:13]3[C:22]4[N:21]=[CH:20][CH:19]=[CH:18][C:17]=4[CH2:16][CH2:15][CH2:14]3)[N:10]=[C:6]2[CH:5]=[CH:4][CH:3]=1.C=O. (3) The reactants are [CH:1]1([C:9]([O:11]C(C)(C)C)=[O:10])[CH2:8][CH2:7][CH2:6][CH:5]=[CH:4][CH2:3][CH2:2]1.FC(F)(F)C(O)=O.C(O)C.C([O-])(O)=O.[Na+]. The catalyst is O. The product is [CH:1]1([C:9]([OH:11])=[O:10])[CH2:2][CH2:3][CH2:4][CH:5]=[CH:6][CH2:7][CH2:8]1. The yield is 0.690. (4) The reactants are [C:1]([NH:11][CH2:12][CH2:13][C:14]([OH:16])=[O:15])([O:3][CH2:4][C:5]1[CH:10]=[CH:9][CH:8]=[CH:7][CH:6]=1)=[O:2].BrCC(O[C:22]([CH3:25])([CH3:24])[CH3:23])=[O:20].C([O-])([O-])=O.[K+].[K+]. The catalyst is CC(C)=O. The product is [C:14]([OH:16])(=[O:15])[CH2:13][OH:20].[C:22]([N:11]([C:1]([O:3][CH2:4][C:5]1[CH:10]=[CH:9][CH:8]=[CH:7][CH:6]=1)=[O:2])[CH2:12][CH2:13][C:14]([OH:16])=[O:15])([CH3:25])([CH3:24])[CH3:23]. The yield is 0.990.